This data is from NCI-60 drug combinations with 297,098 pairs across 59 cell lines. The task is: Regression. Given two drug SMILES strings and cell line genomic features, predict the synergy score measuring deviation from expected non-interaction effect. (1) Drug 1: CN(C)N=NC1=C(NC=N1)C(=O)N. Drug 2: CC1CCC2CC(C(=CC=CC=CC(CC(C(=O)C(C(C(=CC(C(=O)CC(OC(=O)C3CCCCN3C(=O)C(=O)C1(O2)O)C(C)CC4CCC(C(C4)OC)OCCO)C)C)O)OC)C)C)C)OC. Cell line: LOX IMVI. Synergy scores: CSS=36.8, Synergy_ZIP=-10.9, Synergy_Bliss=-6.83, Synergy_Loewe=-0.834, Synergy_HSA=0.261. (2) Drug 1: COC1=CC(=CC(=C1O)OC)C2C3C(COC3=O)C(C4=CC5=C(C=C24)OCO5)OC6C(C(C7C(O6)COC(O7)C8=CC=CS8)O)O. Drug 2: C(=O)(N)NO. Cell line: HCC-2998. Synergy scores: CSS=37.5, Synergy_ZIP=-4.73, Synergy_Bliss=5.29, Synergy_Loewe=-13.1, Synergy_HSA=9.98. (3) Drug 1: CC1OCC2C(O1)C(C(C(O2)OC3C4COC(=O)C4C(C5=CC6=C(C=C35)OCO6)C7=CC(=C(C(=C7)OC)O)OC)O)O. Drug 2: C1C(C(OC1N2C=NC3=C(N=C(N=C32)Cl)N)CO)O. Cell line: OVCAR-4. Synergy scores: CSS=0.186, Synergy_ZIP=-0.743, Synergy_Bliss=-0.192, Synergy_Loewe=-2.90, Synergy_HSA=-2.70. (4) Drug 1: CC1=C(N=C(N=C1N)C(CC(=O)N)NCC(C(=O)N)N)C(=O)NC(C(C2=CN=CN2)OC3C(C(C(C(O3)CO)O)O)OC4C(C(C(C(O4)CO)O)OC(=O)N)O)C(=O)NC(C)C(C(C)C(=O)NC(C(C)O)C(=O)NCCC5=NC(=CS5)C6=NC(=CS6)C(=O)NCCC[S+](C)C)O. Drug 2: C1CC(=O)NC(=O)C1N2C(=O)C3=CC=CC=C3C2=O. Cell line: T-47D. Synergy scores: CSS=8.08, Synergy_ZIP=-4.14, Synergy_Bliss=0.612, Synergy_Loewe=-8.53, Synergy_HSA=-2.16. (5) Drug 1: C1CCC(CC1)NC(=O)N(CCCl)N=O. Drug 2: C1=CC=C(C=C1)NC(=O)CCCCCCC(=O)NO. Cell line: A498. Synergy scores: CSS=12.5, Synergy_ZIP=-4.59, Synergy_Bliss=1.83, Synergy_Loewe=-3.06, Synergy_HSA=0.869. (6) Drug 1: C1=CC(=C2C(=C1NCCNCCO)C(=O)C3=C(C=CC(=C3C2=O)O)O)NCCNCCO. Drug 2: CC1CCC2CC(C(=CC=CC=CC(CC(C(=O)C(C(C(=CC(C(=O)CC(OC(=O)C3CCCCN3C(=O)C(=O)C1(O2)O)C(C)CC4CCC(C(C4)OC)OCCO)C)C)O)OC)C)C)C)OC. Cell line: SK-MEL-28. Synergy scores: CSS=36.4, Synergy_ZIP=-3.62, Synergy_Bliss=-0.658, Synergy_Loewe=3.64, Synergy_HSA=4.71.